This data is from Catalyst prediction with 721,799 reactions and 888 catalyst types from USPTO. The task is: Predict which catalyst facilitates the given reaction. Reactant: [CH3:1][NH2:2].[CH3:3][O:4][C:5]1[CH:12]=[CH:11][C:8]([CH:9]=O)=[CH:7][CH:6]=1.[BH4-].[Na+].Cl. Product: [CH3:3][O:4][C:5]1[CH:12]=[CH:11][C:8]([CH2:9][CH2:1][NH2:2])=[CH:7][CH:6]=1. The catalyst class is: 24.